The task is: Predict which catalyst facilitates the given reaction.. This data is from Catalyst prediction with 721,799 reactions and 888 catalyst types from USPTO. (1) Reactant: [CH3:1][C:2]([O:4][C@H:5]1[C:14]2[C@@:15]3([CH3:30])[C@@H:26]([CH2:27][O:28][CH3:29])[O:25][C:23](=[O:24])[C:17]4=[CH:18][O:19][C:20]([C:21](=[O:22])[C:13]=2[C@@H:8]2[CH2:9][CH2:10][C@H:11]([OH:12])[C@@:7]2([CH3:31])[CH2:6]1)=[C:16]34)=[O:3].C(N(CC)CC)C.Cl.[N:40]12[CH2:48][C:44]([CH2:49][NH:50][CH2:51][C:52]3[CH:57]=[CH:56][CH:55]=[CH:54][CH:53]=3)([CH2:45][CH2:46][CH2:47]1)[CH2:43][CH2:42][CH2:41]2. Product: [N:40]12[CH2:48][C:44]([CH2:49][N:50]([CH:18]=[C:17]3[C:16]4[C:15]([CH3:30])([C:14]5[CH:5]([O:4][C:2](=[O:3])[CH3:1])[CH2:6][C:7]6([CH3:31])[CH:8]([C:13]=5[C:21](=[O:22])[C:20]=4[OH:19])[CH2:9][CH2:10][CH:11]6[OH:12])[CH:26]([CH2:27][O:28][CH3:29])[O:25][C:23]3=[O:24])[CH2:51][C:52]3[CH:53]=[CH:54][CH:55]=[CH:56][CH:57]=3)([CH2:43][CH2:42][CH2:41]1)[CH2:45][CH2:46][CH2:47]2. The catalyst class is: 2. (2) Reactant: [OH-].[Na+].[CH:3]1([CH:6]=[O:7])[CH2:5][CH2:4]1.[N+:8]([CH3:11])([O-:10])=[O:9]. Product: [CH:3]1([CH:6]([OH:7])[CH2:11][N+:8]([O-:10])=[O:9])[CH2:5][CH2:4]1. The catalyst class is: 72. (3) Reactant: FC1C=C([N:8]2[CH:12]=[N:11][C:10]([C:13]([OH:15])=O)=[N:9]2)C=CC=1.CN(C(ON1N=N[C:26]2[CH:27]=[CH:28][CH:29]=[CH:30][C:25]1=2)=[N+](C)C)C.[B-](F)(F)(F)[F:34].CCN(C(C)C)C(C)C.BrC1C=C(C(N2CCNCC2CC)=O)OC=1Br. Product: [F:34][C:25]1[CH:30]=[CH:29][CH:28]=[CH:27][C:26]=1[C:10]1([CH:13]=[O:15])[N:11]=[CH:12][NH:8][NH:9]1. The catalyst class is: 3. (4) Reactant: [Cl:1][CH:2]([Cl:35])[C:3]([NH:5][C@H:6]([CH2:33][F:34])[C@@H:7]([C:9]1[CH:14]=[CH:13][C:12]([C:15]2[CH:20]=[CH:19][C:18]([CH:21]3[CH2:25][CH2:24][CH2:23][N:22]3C(OC(C)(C)C)=O)=[CH:17][CH:16]=2)=[CH:11][CH:10]=1)[OH:8])=[O:4].C(O)(C(F)(F)F)=O. Product: [Cl:35][CH:2]([Cl:1])[C:3]([NH:5][C@H:6]([CH2:33][F:34])[C@H:7]([OH:8])[C:9]1[CH:10]=[CH:11][C:12]([C:15]2[CH:20]=[CH:19][C:18]([CH:21]3[CH2:25][CH2:24][CH2:23][NH:22]3)=[CH:17][CH:16]=2)=[CH:13][CH:14]=1)=[O:4]. The catalyst class is: 2. (5) Reactant: [Cl:1][C:2]1[CH:24]=[CH:23][C:22]([C:25]2[C:30]([F:31])=[CH:29][CH:28]=[CH:27][N:26]=2)=[CH:21][C:3]=1[C:4]([NH:6][C:7]1[N:11]([C:12]2[CH:17]=[CH:16][CH:15]=[CH:14][CH:13]=2)[N:10]=[C:9]([C:18](O)=[O:19])[CH:8]=1)=[O:5].C([N:39]1[CH2:44][CH2:43][O:42][C@@H:41]([CH2:45][NH2:46])[CH2:40]1)C1C=CC=CC=1.ClC(OC(Cl)C)=O. Product: [Cl:1][C:2]1[CH:24]=[CH:23][C:22]([C:25]2[C:30]([F:31])=[CH:29][CH:28]=[CH:27][N:26]=2)=[CH:21][C:3]=1[C:4]([NH:6][C:7]1[N:11]([C:12]2[CH:17]=[CH:16][CH:15]=[CH:14][CH:13]=2)[N:10]=[C:9]([C:18]([NH:46][CH2:45][C@@H:41]2[O:42][CH2:43][CH2:44][NH:39][CH2:40]2)=[O:19])[CH:8]=1)=[O:5]. The catalyst class is: 2. (6) Reactant: C[Si]([C:5]#[CH:6])(C)C.C([Li])CCC.[CH3:12][C:13]1([CH3:25])[C:22]2[C:17](=[C:18]([CH:23]=[O:24])[CH:19]=[CH:20][CH:21]=2)[O:16][CH2:15][CH2:14]1.[Cl-].[NH4+]. Product: [C:5]([CH:23]([C:18]1[CH:19]=[CH:20][CH:21]=[C:22]2[C:17]=1[O:16][CH2:15][CH2:14][C:13]2([CH3:25])[CH3:12])[OH:24])#[CH:6]. The catalyst class is: 1.